Dataset: Forward reaction prediction with 1.9M reactions from USPTO patents (1976-2016). Task: Predict the product of the given reaction. (1) Given the reactants [CH2:1]([O:3][C:4]([C:6]1[S:15][C:9]2=[CH:10][N+:11]([O-])=[CH:12][CH:13]=[C:8]2[CH:7]=1)=[O:5])[CH3:2].O=P(Cl)(Cl)[Cl:18].O.C([O-])(O)=O.[Na+], predict the reaction product. The product is: [Cl:18][C:10]1[N:11]=[CH:12][CH:13]=[C:8]2[CH:7]=[C:6]([C:4]([O:3][CH2:1][CH3:2])=[O:5])[S:15][C:9]=12. (2) Given the reactants [NH2:1][C:2]1[S:3][CH:4]=[C:5]([CH:7]=[CH:8][C:9]2[CH:14]=[CH:13][CH:12]=[CH:11][CH:10]=2)[N:6]=1.[C:15]1(=[O:25])[O:20][C:18](=[O:19])[C:17]2=[CH:21][CH:22]=[CH:23][CH:24]=[C:16]12, predict the reaction product. The product is: [CH:7]([C:5]1[N:6]=[C:2]([NH:1][C:15]([C:16]2[CH:24]=[CH:23][CH:22]=[CH:21][C:17]=2[C:18]([OH:20])=[O:19])=[O:25])[S:3][CH:4]=1)=[CH:8][C:9]1[CH:14]=[CH:13][CH:12]=[CH:11][CH:10]=1. (3) Given the reactants [NH:1]1[C:9]2[C:4](=[CH:5][CH:6]=[CH:7][C:8]=2[CH2:10][OH:11])[CH:3]=[CH:2]1, predict the reaction product. The product is: [NH:1]1[C:9]2[C:4](=[CH:5][CH:6]=[CH:7][C:8]=2[CH:10]=[O:11])[CH:3]=[CH:2]1. (4) Given the reactants [CH:1]1([N:4]2[C:13]3[C:8](=[CH:9][C:10]([F:17])=[C:11](F)[C:12]=3[O:14][CH3:15])[C:7](=[O:18])[C:6]([C:19]([OH:21])=[O:20])=[CH:5]2)[CH2:3][CH2:2]1, predict the reaction product. The product is: [CH:1]1([N:4]2[C:13]3[C:8](=[CH:9][C:10]([F:17])=[C:11]([NH:4][CH2:13][CH2:12][OH:14])[C:12]=3[O:14][CH3:15])[C:7](=[O:18])[CH:6]([C:19]([OH:21])=[O:20])[CH2:5]2)[CH2:3][CH2:2]1. (5) Given the reactants [Cl:1][C:2]1[CH:3]=[C:4]([C@@H:9]2[O:15][CH2:14][CH2:13][N:12]([C:16]([O:18][C:19]([CH3:22])([CH3:21])[CH3:20])=[O:17])[CH2:11][C@H:10]2[CH2:23][NH:24][CH2:25][C:26](OCC)=[O:27])[CH:5]=[CH:6][C:7]=1[Cl:8].[N:31]([Si](C)(C)C)=[C:32]=[O:33].C(N(CC)CC)C, predict the reaction product. The product is: [Cl:1][C:2]1[CH:3]=[C:4]([C@@H:9]2[O:15][CH2:14][CH2:13][N:12]([C:16]([O:18][C:19]([CH3:21])([CH3:20])[CH3:22])=[O:17])[CH2:11][C@H:10]2[CH2:23][N:24]2[CH2:25][C:26](=[O:27])[NH:31][C:32]2=[O:33])[CH:5]=[CH:6][C:7]=1[Cl:8].